Dataset: CYP1A2 inhibition data for predicting drug metabolism from PubChem BioAssay. Task: Regression/Classification. Given a drug SMILES string, predict its absorption, distribution, metabolism, or excretion properties. Task type varies by dataset: regression for continuous measurements (e.g., permeability, clearance, half-life) or binary classification for categorical outcomes (e.g., BBB penetration, CYP inhibition). Dataset: cyp1a2_veith. (1) The drug is C[C@@H](c1ccccc1)N1C(=O)[C@H]2CC[C@H]3/C(=N\OC[C@@H](O)COCc4ccco4)C[C@@H](O)[C@@H](O)[C@@H]3[C@@H]2C1=O. The result is 0 (non-inhibitor). (2) The compound is O=C(COc1ccc2ccccc2c1)N1CCN(C(=O)c2cccnc2)CC1. The result is 0 (non-inhibitor). (3) The molecule is C/C=C\C1=C(CO)[C@H](O)[C@H]2O[C@H]2[C@H]1O. The result is 0 (non-inhibitor). (4) The compound is COc1cccc2cc(C(=O)CC3(O)C(=O)N(Cc4ccccc4)c4ccccc43)c(=O)oc12. The result is 1 (inhibitor). (5) The molecule is COc1ccc(O[C@H]2C=C[C@@H](c3ccccc3)O[C@H]2CO/N=C2\[C@@H]3CCn4c(=O)n(-c5ccccc5)c(=O)n4[C@H]3[C@H](O)[C@H]3O[C@H]23)cc1. The result is 0 (non-inhibitor).